Predict the reactants needed to synthesize the given product. From a dataset of Full USPTO retrosynthesis dataset with 1.9M reactions from patents (1976-2016). (1) Given the product [CH3:1][C@@H:2]1[N:7]2[C:8]3[C:17]4[C:12](=[CH:13][C:14]([CH2:18][CH2:19][S:20]([CH3:23])(=[O:21])=[O:22])=[CH:15][CH:16]=4)[N:11]=[CH:10][C:9]=3[N:24]=[C:6]2[CH2:5][O:4][CH2:3]1, predict the reactants needed to synthesize it. The reactants are: [CH3:1][C@@H:2]1[N:7]2[C:8]3[C:17]4[C:12](=[CH:13][C:14](/[CH:18]=[CH:19]/[S:20]([CH3:23])(=[O:22])=[O:21])=[CH:15][CH:16]=4)[N:11]=[CH:10][C:9]=3[N:24]=[C:6]2[CH2:5][O:4][CH2:3]1. (2) Given the product [Cl:1][C:2]1[CH:3]=[C:4]2[C:10]([C:11]3[N:16]=[C:15]([C:17]([OH:19])=[O:18])[CH:14]=[N:13][CH:12]=3)=[CH:9][NH:8][C:5]2=[N:6][CH:7]=1, predict the reactants needed to synthesize it. The reactants are: [Cl:1][C:2]1[CH:3]=[C:4]2[C:10]([C:11]3[N:16]=[C:15]([C:17]([O:19]C)=[O:18])[CH:14]=[N:13][CH:12]=3)=[CH:9][N:8](S(C3C=CC(C)=CC=3)(=O)=O)[C:5]2=[N:6][CH:7]=1.[OH-].[Na+].